The task is: Predict the reactants needed to synthesize the given product.. This data is from Full USPTO retrosynthesis dataset with 1.9M reactions from patents (1976-2016). Given the product [Cl:1][C:2]1[C:3]2[N:4]([C:9]([CH2:12][CH:13]3[CH2:15][CH2:14]3)=[N:10][N:11]=2)[CH:5]=[CH:6][C:7]=1[NH:26][CH2:25][CH:23]1[CH2:24][CH:22]1[C:19]1[CH:18]=[CH:17][N:16]=[CH:21][CH:20]=1, predict the reactants needed to synthesize it. The reactants are: [Cl:1][C:2]1[C:3]2[N:4]([C:9]([CH2:12][CH:13]3[CH2:15][CH2:14]3)=[N:10][N:11]=2)[CH:5]=[CH:6][C:7]=1I.[N:16]1[CH:21]=[CH:20][C:19]([CH:22]2[CH2:24][CH:23]2[CH2:25][NH2:26])=[CH:18][CH:17]=1.